Dataset: Full USPTO retrosynthesis dataset with 1.9M reactions from patents (1976-2016). Task: Predict the reactants needed to synthesize the given product. (1) Given the product [CH3:16][O:15][C:11]1[CH:10]=[C:9]([C@H:2]2[O:7][C:5](=[O:6])[CH2:4][CH2:3]2)[CH:14]=[CH:13][CH:12]=1, predict the reactants needed to synthesize it. The reactants are: O[C@H:2]([C:9]1[CH:14]=[CH:13][CH:12]=[C:11]([O:15][CH3:16])[CH:10]=1)[CH2:3][CH2:4][C:5]([O:7]C)=[O:6]. (2) The reactants are: C([O:8][C:9]1[CH:10]=[C:11]2[C:15](=[CH:16][C:17]=1[C:18]1[CH:19]=[N:20][C:21]([CH3:24])=[CH:22][CH:23]=1)[N:14]([CH:25]1[CH2:30][CH2:29][CH2:28][CH2:27][O:26]1)[N:13]=[CH:12]2)C1C=CC=CC=1. Given the product [CH3:24][C:21]1[N:20]=[CH:19][C:18]([C:17]2[CH:16]=[C:15]3[C:11]([CH:12]=[N:13][N:14]3[CH:25]3[CH2:30][CH2:29][CH2:28][CH2:27][O:26]3)=[CH:10][C:9]=2[OH:8])=[CH:23][CH:22]=1, predict the reactants needed to synthesize it. (3) The reactants are: [CH:1]([C:3]1[N:7]([CH:8]2[C:17]3[C:12](=[CH:13][CH:14]=[CH:15][CH:16]=3)[C:11](=[O:18])[O:10][C:9]2([CH3:20])[CH3:19])[CH:6]=[N:5][CH:4]=1)=[CH2:2]. Given the product [CH2:1]([C:3]1[N:7]([CH:8]2[C:17]3[C:12](=[CH:13][CH:14]=[CH:15][CH:16]=3)[C:11](=[O:18])[O:10][C:9]2([CH3:19])[CH3:20])[CH:6]=[N:5][CH:4]=1)[CH3:2], predict the reactants needed to synthesize it. (4) Given the product [CH2:29]([N:26]1[C:22]2=[N:23][C:24]([CH3:25])=[C:19]([CH2:18][NH:17][C:8]([C:5]3[CH:6]=[N:7][C:2]([CH3:1])=[CH:3][CH:4]=3)=[O:10])[C:20]([NH:31][CH:32]3[CH2:33][CH2:34][O:35][CH2:36][CH2:37]3)=[C:21]2[CH:28]=[N:27]1)[CH3:30], predict the reactants needed to synthesize it. The reactants are: [CH3:1][C:2]1[N:7]=[CH:6][C:5]([C:8]([OH:10])=O)=[CH:4][CH:3]=1.C(Cl)(=O)C(Cl)=O.[NH2:17][CH2:18][C:19]1[C:24]([CH3:25])=[N:23][C:22]2[N:26]([CH2:29][CH3:30])[N:27]=[CH:28][C:21]=2[C:20]=1[NH:31][CH:32]1[CH2:37][CH2:36][O:35][CH2:34][CH2:33]1.CCN(C(C)C)C(C)C. (5) Given the product [Br:1][C:2]1[CH:3]=[C:4]([NH:10][S:18]([CH3:17])(=[O:20])=[O:19])[C:5]([O:8][CH3:9])=[N:6][CH:7]=1, predict the reactants needed to synthesize it. The reactants are: [Br:1][C:2]1[CH:3]=[C:4]([NH2:10])[C:5]([O:8][CH3:9])=[N:6][CH:7]=1.N1C=CC=CC=1.[CH3:17][S:18](Cl)(=[O:20])=[O:19].